This data is from NCI-60 drug combinations with 297,098 pairs across 59 cell lines. The task is: Regression. Given two drug SMILES strings and cell line genomic features, predict the synergy score measuring deviation from expected non-interaction effect. (1) Drug 1: C1=CC(=CC=C1CC(C(=O)O)N)N(CCCl)CCCl.Cl. Drug 2: C1=CN(C(=O)N=C1N)C2C(C(C(O2)CO)O)O.Cl. Cell line: COLO 205. Synergy scores: CSS=42.0, Synergy_ZIP=-3.76, Synergy_Bliss=-2.77, Synergy_Loewe=-5.48, Synergy_HSA=-1.09. (2) Drug 1: COC1=CC(=CC(=C1O)OC)C2C3C(COC3=O)C(C4=CC5=C(C=C24)OCO5)OC6C(C(C7C(O6)COC(O7)C8=CC=CS8)O)O. Drug 2: C1=NNC2=C1C(=O)NC=N2. Cell line: MALME-3M. Synergy scores: CSS=19.3, Synergy_ZIP=-6.26, Synergy_Bliss=-1.11, Synergy_Loewe=-48.8, Synergy_HSA=-2.61.